Dataset: Forward reaction prediction with 1.9M reactions from USPTO patents (1976-2016). Task: Predict the product of the given reaction. (1) Given the reactants C[Al](C)C.CO[C:7](=[O:25])[CH2:8][C:9]1[CH2:10][CH2:11][N:12]([C:15]([O:17][CH2:18][C:19]2[CH:24]=[CH:23][CH:22]=[CH:21][CH:20]=2)=[O:16])[CH2:13][CH:14]=1.[Br:26][C:27]1[C:28]([NH2:33])=[N:29][CH:30]=[CH:31][CH:32]=1, predict the reaction product. The product is: [Br:26][C:27]1[C:28]([NH:33][C:7](=[O:25])[CH2:8][C:9]2[CH2:10][CH2:11][N:12]([C:15]([O:17][CH2:18][C:19]3[CH:20]=[CH:21][CH:22]=[CH:23][CH:24]=3)=[O:16])[CH2:13][CH:14]=2)=[N:29][CH:30]=[CH:31][CH:32]=1. (2) The product is: [N+:20]([C:17]1[CH:18]=[CH:19][C:14]([N:11]2[CH2:12][CH2:13][NH:8][CH2:9][CH2:10]2)=[C:15]([C:23]2[CH2:28][C:27]([CH3:30])([CH3:29])[CH2:26][C:25]([CH3:32])([CH3:31])[CH:24]=2)[CH:16]=1)([O-:22])=[O:21]. Given the reactants C(OC([N:8]1[CH2:13][CH2:12][N:11]([C:14]2[CH:19]=[CH:18][C:17]([N+:20]([O-:22])=[O:21])=[CH:16][C:15]=2[C:23]2[CH2:28][C:27]([CH3:30])([CH3:29])[CH2:26][C:25]([CH3:32])([CH3:31])[CH:24]=2)[CH2:10][CH2:9]1)=O)(C)(C)C.FC(F)(F)C(O)=O.C(=O)([O-])O.[Na+], predict the reaction product. (3) Given the reactants [F:1][C:2]([F:19])([F:18])[C:3]([N:5]1[CH2:9][CH2:8][CH:7]([C:10]2[CH:15]=[CH:14][CH:13]=[CH:12][C:11]=2[O:16][CH3:17])[CH2:6]1)=[O:4].[Cl:20][S:21](O)(=[O:23])=[O:22], predict the reaction product. The product is: [CH3:17][O:16][C:11]1[CH:12]=[CH:13][C:14]([S:21]([Cl:20])(=[O:23])=[O:22])=[CH:15][C:10]=1[CH:7]1[CH2:8][CH2:9][N:5]([C:3](=[O:4])[C:2]([F:1])([F:18])[F:19])[CH2:6]1. (4) Given the reactants [CH3:1][O:2][C:3]1[CH:4]=[C:5]2[C:10](=[CH:11][CH:12]=1)[C:9]([NH:13][CH2:14][CH2:15][NH:16]C(=O)OC(C)(C)C)=[N:8][C:7]([CH3:24])=[C:6]2[C:25]1[CH:30]=[CH:29][CH:28]=[CH:27][CH:26]=1.[ClH:31], predict the reaction product. The product is: [Cl-:31].[Cl-:31].[NH3+:16][CH2:15][CH2:14][NH:13][C:9]1[C:10]2[C:5](=[CH:4][C:3]([O:2][CH3:1])=[CH:12][CH:11]=2)[C:6]([C:25]2[CH:30]=[CH:29][CH:28]=[CH:27][CH:26]=2)=[C:7]([CH3:24])[NH+:8]=1. (5) Given the reactants [C@H:1]1([NH:10][C:11]2[CH:20]=[CH:19][C:18]3[C:13](=[CH:14][CH:15]=[CH:16][C:17]=3[N+:21]([O-])=O)[N:12]=2)[C:9]2[C:4](=[CH:5][CH:6]=[CH:7][CH:8]=2)[CH2:3][CH2:2]1.[H][H], predict the reaction product. The product is: [C@H:1]1([NH:10][C:11]2[CH:20]=[CH:19][C:18]3[C:17]([NH2:21])=[CH:16][CH:15]=[CH:14][C:13]=3[N:12]=2)[C:9]2[C:4](=[CH:5][CH:6]=[CH:7][CH:8]=2)[CH2:3][CH2:2]1. (6) Given the reactants [OH:1][C@H:2]([C:19]1[CH:24]=[CH:23][C:22]([OH:25])=[C:21]([CH2:26][OH:27])[CH:20]=1)[CH2:3][NH:4][C@H:5]([CH3:18])[CH2:6][C:7]1[CH:8]=[C:9]([CH2:13][CH2:14][C:15](O)=[O:16])[CH:10]=[CH:11][CH:12]=1.[F:28][C:29]1[CH:36]=[CH:35][CH:34]=[C:33]([Cl:37])[C:30]=1[CH2:31][NH2:32].C(N(CC)CC)C, predict the reaction product. The product is: [NH3:4].[Cl:37][C:33]1[CH:34]=[CH:35][CH:36]=[C:29]([F:28])[C:30]=1[CH2:31][NH:32][C:15](=[O:16])[CH2:14][CH2:13][C:9]1[CH:10]=[CH:11][CH:12]=[C:7]([CH2:6][C@H:5]([NH:4][CH2:3][C@H:2]([OH:1])[C:19]2[CH:24]=[CH:23][C:22]([OH:25])=[C:21]([CH2:26][OH:27])[CH:20]=2)[CH3:18])[CH:8]=1. (7) Given the reactants [CH2:1]([O:3][C:4]([C:6]1[O:7][C:8]2[C:13]([C:14](=[O:16])[CH:15]=1)=[CH:12][CH:11]=[C:10]([NH:17]C(=O)C(F)(F)F)[C:9]=2[CH:24]=[CH:25][CH3:26])=[O:5])[CH3:2].[Se](=O)=O.O, predict the reaction product. The product is: [CH2:1]([O:3][C:4]([C:6]1[O:7][C:8]2[C:13]([C:14](=[O:16])[CH:15]=1)=[CH:12][CH:11]=[C:10]1[C:9]=2[CH:24]=[CH:25][CH:26]=[N:17]1)=[O:5])[CH3:2]. (8) Given the reactants [CH2:1]([O:3][C:4]1[CH:5]=[C:6]([CH:13]=[CH:14][C:15]=1[N+:16]([O-])=O)[O:7][CH2:8][CH2:9][N:10]([CH3:12])[CH3:11])[CH3:2], predict the reaction product. The product is: [CH3:11][N:10]([CH3:12])[CH2:9][CH2:8][O:7][C:6]1[CH:13]=[CH:14][C:15]([NH2:16])=[C:4]([O:3][CH2:1][CH3:2])[CH:5]=1. (9) Given the reactants [CH3:1][O:2][C:3]1[CH:8]=[CH:7][C:6]([NH:9][C:10]2[N:11]=[N:12][C:13]([CH:16]([NH:18][C:19]([C:21]3O[CH:23]=[CH:24][CH:25]=3)=[O:20])[CH3:17])=[CH:14][N:15]=2)=[CH:5][CH:4]=1.N[CH:27]([C:29]1N=NC(NC2C=CC(OC)=CC=2)=NC=1)[CH3:28].C1(CC(Cl)=O)C=CC=CC=1, predict the reaction product. The product is: [CH3:1][O:2][C:3]1[CH:4]=[CH:5][C:6]([NH:9][C:10]2[N:11]=[N:12][C:13]([CH:16]([NH:18][C:19](=[O:20])[CH2:21][C:25]3[CH:24]=[CH:23][CH:29]=[CH:27][CH:28]=3)[CH3:17])=[CH:14][N:15]=2)=[CH:7][CH:8]=1.